Dataset: Forward reaction prediction with 1.9M reactions from USPTO patents (1976-2016). Task: Predict the product of the given reaction. Given the reactants [CH2:1]([O:8][C:9]1[C:13]([O:14][CH2:15][C:16]2[CH:21]=[CH:20][CH:19]=[CH:18][CH:17]=2)=[C:12]([C:22](=[O:26])[N:23]([CH3:25])[CH3:24])[N:11]([C:27]2[CH:32]=[CH:31][C:30]([OH:33])=[CH:29][CH:28]=2)[C:10]=1[C:34]([O:36][CH2:37][CH3:38])=[O:35])[C:2]1[CH:7]=[CH:6][CH:5]=[CH:4][CH:3]=1.Cl.Cl[CH2:41][CH2:42][CH2:43][N:44]1[CH2:49][CH2:48][O:47][CH2:46][CH2:45]1.C([O-])([O-])=O.[K+].[K+], predict the reaction product. The product is: [CH2:1]([O:8][C:9]1[C:13]([O:14][CH2:15][C:16]2[CH:21]=[CH:20][CH:19]=[CH:18][CH:17]=2)=[C:12]([C:22](=[O:26])[N:23]([CH3:25])[CH3:24])[N:11]([C:27]2[CH:32]=[CH:31][C:30]([O:33][CH2:41][CH2:42][CH2:43][N:44]3[CH2:49][CH2:48][O:47][CH2:46][CH2:45]3)=[CH:29][CH:28]=2)[C:10]=1[C:34]([O:36][CH2:37][CH3:38])=[O:35])[C:2]1[CH:7]=[CH:6][CH:5]=[CH:4][CH:3]=1.